This data is from Full USPTO retrosynthesis dataset with 1.9M reactions from patents (1976-2016). The task is: Predict the reactants needed to synthesize the given product. (1) Given the product [NH2:13][C@H:9]1[CH2:10][CH2:11][CH2:12][C@@H:7]([N:3]2[CH2:4][CH2:5][CH2:6][C:2]2=[O:1])[CH2:8]1, predict the reactants needed to synthesize it. The reactants are: [O:1]=[C:2]1[CH2:6][CH2:5][CH2:4][N:3]1[C@@H:7]1[CH2:12][CH2:11][CH2:10][C@H:9]([NH:13]C(=O)OCC2C=CC=CC=2)[CH2:8]1.CO.C(Cl)Cl. (2) Given the product [N+:28]([C:25]1[CH:24]=[CH:23][C:22]([C:21]([O:20][C@@H:18]2[CH2:19][C@@H:15]([C:13](=[O:14])[NH:12][C@:7]3([C:5]([O:4][CH2:2][CH3:3])=[O:6])[CH2:9][C@H:8]3[CH:10]=[CH2:11])[N:16]([C:41](=[O:42])[C@@H:40]([NH:39][C:37]([O:36][C:32]([CH3:35])([CH3:34])[CH3:33])=[O:38])[CH2:44][CH2:45][CH2:46][CH2:47][CH2:48][CH:49]=[CH2:50])[CH2:17]2)=[O:31])=[CH:27][CH:26]=1)([O-:30])=[O:29], predict the reactants needed to synthesize it. The reactants are: [Cl-].[CH2:2]([O:4][C:5]([C@@:7]1([NH:12][C:13]([C@@H:15]2[CH2:19][C@@H:18]([O:20][C:21](=[O:31])[C:22]3[CH:27]=[CH:26][C:25]([N+:28]([O-:30])=[O:29])=[CH:24][CH:23]=3)[CH2:17][NH2+:16]2)=[O:14])[CH2:9][C@H:8]1[CH:10]=[CH2:11])=[O:6])[CH3:3].[C:32]([O:36][C:37]([NH:39][C@@H:40]([CH2:44][CH2:45][CH2:46][CH2:47][CH2:48][CH:49]=[CH2:50])[C:41](O)=[O:42])=[O:38])([CH3:35])([CH3:34])[CH3:33].CN1C(=O)CCC1.C(N(C(C)C)CC)(C)C.